The task is: Predict the product of the given reaction.. This data is from Forward reaction prediction with 1.9M reactions from USPTO patents (1976-2016). (1) Given the reactants [N:1]1([CH:14]2[CH2:19][CH2:18][CH2:17][NH:16][CH2:15]2)[C:12]2=[C:13]3[C:8](=[CH:9][CH:10]=[CH:11]2)[CH:7]=[N:6][CH:5]=[C:4]3[CH2:3][CH2:2]1.C[C:21]1([CH3:27])[O:25]CC(=O)O1.Cl.[O:29]1CCC[CH2:30]1, predict the reaction product. The product is: [N:1]1([CH:14]2[CH2:19][CH2:18][CH2:17][N:16]([CH:27]([CH2:21][OH:25])[CH2:30][OH:29])[CH2:15]2)[C:12]2=[C:13]3[C:8](=[CH:9][CH:10]=[CH:11]2)[CH:7]=[N:6][CH:5]=[C:4]3[CH2:3][CH2:2]1. (2) The product is: [CH3:27][C:26]1[CH:25]=[CH:24][C:23]([NH:28][C:29](=[O:48])[C:30]2[CH:35]=[C:34]([S:36]([F:39])([F:37])([F:38])([F:40])[F:41])[CH:33]=[C:32]([N:42]3[CH2:47][CH2:46][O:45][CH2:44][CH2:43]3)[CH:31]=2)=[CH:22][C:21]=1[N:20]1[C:15]2[N:16]([N:17]=[C:13]([C:11]3[CH:12]=[N:8][NH:9][CH:10]=3)[CH:14]=2)[CH:18]=[CH:19]1. Given the reactants COC1C=CC(C[N:8]2[CH:12]=[C:11]([C:13]3[CH:14]=[C:15]4[N:20]([C:21]5[CH:22]=[C:23]([NH:28][C:29](=[O:48])[C:30]6[CH:35]=[C:34]([S:36]([F:41])([F:40])([F:39])([F:38])[F:37])[CH:33]=[C:32]([N:42]7[CH2:47][CH2:46][O:45][CH2:44][CH2:43]7)[CH:31]=6)[CH:24]=[CH:25][C:26]=5[CH3:27])[CH:19]=[CH:18][N:16]4[N:17]=3)[CH:10]=[N:9]2)=CC=1, predict the reaction product. (3) The product is: [Br:15][CH:2]([C:4]1[CH:5]=[C:6]([C:10]([O:12][CH3:13])=[O:11])[CH:7]=[CH:8][CH:9]=1)[CH3:3]. Given the reactants O[CH:2]([C:4]1[CH:5]=[C:6]([C:10]([O:12][CH3:13])=[O:11])[CH:7]=[CH:8][CH:9]=1)[CH3:3].P(Br)(Br)[Br:15], predict the reaction product. (4) The product is: [O:7]([CH2:21][C@@H:22]1[CH2:23][O:24]1)[C:1]1[CH:6]=[CH:5][CH:4]=[CH:3][CH:2]=1. Given the reactants [C:1]1([OH:7])[CH:6]=[CH:5][CH:4]=[CH:3][CH:2]=1.[H-].[Na+].CC1C=CC(S(O[CH2:21][C@H:22]2[O:24][CH2:23]2)(=O)=O)=CC=1, predict the reaction product. (5) Given the reactants C(O[C:4](=[O:11])[C:5]1[CH:10]=[CH:9][N:8]=[CH:7][CH:6]=1)C.[F:12][C:13]1[CH:18]=[CH:17][CH:16]=[CH:15][C:14]=1[CH2:19][C:20]#[N:21], predict the reaction product. The product is: [F:12][C:13]1[CH:18]=[CH:17][CH:16]=[CH:15][C:14]=1[CH2:19][C:4]([C:5]1[CH:6]=[CH:7][N:8]=[CH:9][CH:10]=1)=[O:11].[F:12][C:13]1[CH:18]=[CH:17][CH:16]=[CH:15][C:14]=1[CH2:19][CH:20]([NH2:21])[C:5]1[CH:10]=[CH:9][N:8]=[CH:7][CH:6]=1.